This data is from Catalyst prediction with 721,799 reactions and 888 catalyst types from USPTO. The task is: Predict which catalyst facilitates the given reaction. (1) Product: [C:1]1([S:7]([N:10]2[C:14]3[N:15]=[CH:16][N:17]=[C:18]([N:21]4[CH2:26][CH2:25][CH2:24][CH2:23][CH2:22]4)[C:13]=3[C:12]([Br:20])=[CH:11]2)(=[O:9])=[O:8])[CH:6]=[CH:5][CH:4]=[CH:3][CH:2]=1. Reactant: [C:1]1([S:7]([N:10]2[C:14]3[N:15]=[CH:16][N:17]=[C:18](Cl)[C:13]=3[C:12]([Br:20])=[CH:11]2)(=[O:9])=[O:8])[CH:6]=[CH:5][CH:4]=[CH:3][CH:2]=1.[NH:21]1[CH2:26][CH2:25][CH2:24][CH2:23][CH2:22]1. The catalyst class is: 107. (2) Reactant: C[O:2][C:3](=[O:25])[C:4]1[CH:9]=[CH:8][C:7]([F:10])=[CH:6][C:5]=1[O:11][CH:12]1[CH2:17][CH2:16][N:15]([C:18]([O:20][C:21]([CH3:24])([CH3:23])[CH3:22])=[O:19])[CH2:14][CH2:13]1.[Li+].[OH-].CO.C1COCC1. Product: [C:21]([O:20][C:18]([N:15]1[CH2:16][CH2:17][CH:12]([O:11][C:5]2[CH:6]=[C:7]([F:10])[CH:8]=[CH:9][C:4]=2[C:3]([OH:25])=[O:2])[CH2:13][CH2:14]1)=[O:19])([CH3:24])([CH3:22])[CH3:23]. The catalyst class is: 25. (3) Reactant: [F:1][C:2]([F:19])([F:18])[C:3]1[CH:8]=[CH:7][C:6]([C@@H:9]2[CH2:13][CH2:12][NH:11][C@@H:10]2[C:14](OC)=[O:15])=[CH:5][CH:4]=1.B.C1COCC1. Product: [F:18][C:2]([F:1])([F:19])[C:3]1[CH:4]=[CH:5][C:6]([C@@H:9]2[CH2:13][CH2:12][NH:11][C@@H:10]2[CH2:14][OH:15])=[CH:7][CH:8]=1. The catalyst class is: 1. (4) Reactant: [Br:1][C:2]1[CH:3]=[C:4]([N+:9]([O-])=O)[C:5]([CH3:8])=[N:6][CH:7]=1.Cl. Product: [Br:1][C:2]1[CH:3]=[C:4]([NH2:9])[C:5]([CH3:8])=[N:6][CH:7]=1. The catalyst class is: 292. (5) Reactant: Cl.[CH3:2][N:3]([CH3:20])[C:4]1([C:14]2[CH:19]=[CH:18][CH:17]=[CH:16][CH:15]=2)[CH2:9][CH2:8][C:7](=[CH:10][C:11]([OH:13])=O)[CH2:6][CH2:5]1.C1(N=[C:28]=[N:29][CH:30]2[CH2:35][CH2:34][CH2:33][CH2:32][CH2:31]2)CCCCC1.[OH-].[Na+]. Product: [CH3:20][N:3]([CH3:2])[C:4]1([C:14]2[CH:19]=[CH:18][CH:17]=[CH:16][CH:15]=2)[CH2:5][CH2:6][C:7](=[CH:10][C:11]([NH:3][CH2:4][CH2:5][CH2:6][CH2:7][C:8]2[C:31]3[C:30](=[CH:35][CH:34]=[CH:33][CH:32]=3)[NH:29][CH:28]=2)=[O:13])[CH2:8][CH2:9]1. The catalyst class is: 35. (6) Reactant: Br[CH2:2][CH2:3][CH2:4][CH2:5][CH:6]=[CH2:7].BrC=CCCCC.C([O:18][B:19](OC(C)C)[O:20]C(C)C)(C)C.OS(O)(=O)=O.[C:33]12([OH:44])[CH2:41][CH:37]([C:38]1([CH3:40])[CH3:39])[CH2:36][CH2:35][C:34]2([OH:43])[CH3:42]. Product: [CH2:2]([B:19]([OH:20])[OH:18])[CH2:3][CH2:4][CH2:5][CH:6]=[CH2:7].[C:33]12([OH:44])[CH2:41][CH:37]([C:38]1([CH3:40])[CH3:39])[CH2:36][CH2:35][C:34]2([OH:43])[CH3:42]. The catalyst class is: 28.